From a dataset of Experimentally validated miRNA-target interactions with 360,000+ pairs, plus equal number of negative samples. Binary Classification. Given a miRNA mature sequence and a target amino acid sequence, predict their likelihood of interaction. (1) The miRNA is hsa-miR-374a-3p with sequence CUUAUCAGAUUGUAUUGUAAUU. The protein sequence of the target gene is MAGRARSRLLLLLGLLALQSSCLAFRSPLSVFKRFKETTRSFSNECLGTTRPITPIDSSDFTLDIRMPGVTPKESDTYFCMSMRLPVDEEAFVIDFKPRASMDTVHHMLLFGCNMPSSTGSYWFCDEGTCTDKANILYAWARNAPPTRLPKGVGFRVGGETGSKYFVLQVHYGDISAFRDNHKDCSGVSLHLTRVPQPLIAGMYLMMSVNTVIPPGEKVVNSDISCHYKMYPMHVFAYRVHTHHLGKVVSGYRVRNGQWTLIGRQSPQLPQAFYPVEHPVDVAFGDILAARCVFTGEGRT.... Result: 0 (no interaction). (2) The miRNA is mmu-miR-7685-5p with sequence ACCUUCCGGUUUCUUCAAGUCUCC. The protein sequence of the target gene is MELPFVTHLFLPLVFLTGLCSPFNLDEHHPRLFPGPPEAEFGYSVLQHVGGGQRWMLVGAPWDGPSGDRRGDVYRCPVGGAHNAPCAKGHLGDYQLGNSSHPAVNMHLGMSLLETDGDGGFMACAPLWSRACGSSVFSSGICARVDASFQPQGSLAPTAQRCPTYMDVVIVLDGSNSIYPWSEVQTFLRRLVGKLFIDPEQIQVGLVQYGESPVHEWSLGDFRTKEEVVRAAKNLSRREGRETKTAQAIMVACTEGFSQSHGGRPEAARLLVVVTDGESHDGEELPAALKACEAGRVTRY.... Result: 0 (no interaction). (3) The miRNA is hsa-let-7f-5p with sequence UGAGGUAGUAGAUUGUAUAGUU. The protein sequence of the target gene is MDVDAEREKITQEIKELERILDPGSSGSHVEISESSLESDSEADSLPSEDLDPADPPISEEERWGEASNDEDDPKDKTLPEDPETCLQLNMVYQEVIQEKLAEANLLLAQNREQQEELMRDLAGSKGTKVKDGKSLPPSTYMGHFMKPYFKDKVTGVGPPANEDTREKAAQGIKAFEELLVTKWKNWEKALLRKSVVSDRLQRLLQPKLLKLEYLHQKQSKVSSELERQALEKQGREAEKEIQDINQLPEEALLGNRLDSHDWEKISNINFEGSRSAEEIRKFWQNSEHPSINKQEWSRE.... Result: 0 (no interaction). (4) The miRNA is mmu-miR-697 with sequence AACAUCCUGGUCCUGUGGAGA. The protein sequence of the target gene is MHCGPPDMVCETKIVATEDHEALPGAKKDALLVAAGAMWPPLPAAPGPAAAPPPAAGPQPHGGTGGAGPPEGRGVCIREFRAAEQEAARRIFYDGILERIPNTAFRGLRQHPRTQLLYALLAALCFAVTRSLLLTCLVPAGLLALRYYYSRKVILAYLECALHTDMADIEQYYMKPPGSCFWVAVLDGNVVGIVAARAHEEDNTVELLRMSVDSRFRGKSIAKALGRRVLEFAMLHNYSAVVLGTTAVKVAAHKLYESLGFRHMGASDHYVLPGMTLSLAERLFFQVRYHRYRLQLREE. Result: 1 (interaction).